The task is: Predict the product of the given reaction.. This data is from Forward reaction prediction with 1.9M reactions from USPTO patents (1976-2016). (1) Given the reactants [OH:1][CH2:2][C:3]1[N:7]([CH3:8])[N:6]=[CH:5][C:4]=1[C:9]([O:11][CH2:12][CH3:13])=[O:10].Cl[C:15]1[CH:20]=[CH:19][C:18]([F:21])=[CH:17][N:16]=1.C(=O)([O-])[O-].[Cs+].[Cs+].C(P(C(C)(C)C)C1C=CC2C(=CC=CC=2)C=1C1C2C(=CC=CC=2)C=CC=1)(C)(C)C, predict the reaction product. The product is: [F:21][C:18]1[CH:19]=[CH:20][C:15]([O:1][CH2:2][C:3]2[N:7]([CH3:8])[N:6]=[CH:5][C:4]=2[C:9]([O:11][CH2:12][CH3:13])=[O:10])=[N:16][CH:17]=1. (2) Given the reactants [F:1][C:2]1[CH:7]=[CH:6][C:5]([C:8]2[C:25]([C:26](=[O:29])[NH:27][CH3:28])=[C:11]3[CH:12]=[C:13]([C:16]4[CH:17]=[C:18]([CH:22]=[CH:23][CH:24]=4)[C:19](O)=[O:20])[CH:14]=[CH:15][N:10]3[N:9]=2)=[CH:4][CH:3]=1.Cl.[C:31]1([C:37]2([NH2:40])[CH2:39][CH2:38]2)[CH:36]=[CH:35][CH:34]=[CH:33][CH:32]=1, predict the reaction product. The product is: [F:1][C:2]1[CH:7]=[CH:6][C:5]([C:8]2[C:25]([C:26]([NH:27][CH3:28])=[O:29])=[C:11]3[CH:12]=[C:13]([C:16]4[CH:24]=[CH:23][CH:22]=[C:18]([C:19](=[O:20])[NH:40][C:37]5([C:31]6[CH:36]=[CH:35][CH:34]=[CH:33][CH:32]=6)[CH2:39][CH2:38]5)[CH:17]=4)[CH:14]=[CH:15][N:10]3[N:9]=2)=[CH:4][CH:3]=1. (3) Given the reactants [CH2:1]([O:3][C:4](=[O:22])[C:5]([C:12]1[CH:17]=[CH:16][C:15]([N+:18]([O-])=O)=[C:14]([F:21])[CH:13]=1)([CH3:11])[C:6]([O:8][CH2:9][CH3:10])=[O:7])[CH3:2].C([O-])=O.[NH4+], predict the reaction product. The product is: [CH2:9]([O:8][C:6](=[O:7])[C:5]([C:12]1[CH:17]=[CH:16][C:15]([NH2:18])=[C:14]([F:21])[CH:13]=1)([CH3:11])[C:4]([O:3][CH2:1][CH3:2])=[O:22])[CH3:10]. (4) Given the reactants [S:1]1[CH:5]=[C:4]([CH2:6][CH2:7][CH2:8][OH:9])[N:3]=[CH:2]1.CCN(C(C)C)C(C)C.[CH3:19][C:20]([Si:23](Cl)([CH3:25])[CH3:24])([CH3:22])[CH3:21], predict the reaction product. The product is: [Si:23]([O:9][CH2:8][CH2:7][CH2:6][C:4]1[N:3]=[CH:2][S:1][CH:5]=1)([C:20]([CH3:22])([CH3:21])[CH3:19])([CH3:25])[CH3:24]. (5) The product is: [C:1]([O:5][C:6](=[O:24])[NH:7][C:8]1[CH:13]=[CH:12][C:11]([C:14]2[CH:19]=[CH:18][CH:17]=[CH:16][C:15]=2[F:20])=[CH:10][C:9]=1[NH2:21])([CH3:4])([CH3:2])[CH3:3]. Given the reactants [C:1]([O:5][C:6](=[O:24])[NH:7][C:8]1[CH:13]=[CH:12][C:11]([C:14]2[CH:19]=[CH:18][CH:17]=[CH:16][C:15]=2[F:20])=[CH:10][C:9]=1[N+:21]([O-])=O)([CH3:4])([CH3:3])[CH3:2], predict the reaction product.